From a dataset of Full USPTO retrosynthesis dataset with 1.9M reactions from patents (1976-2016). Predict the reactants needed to synthesize the given product. (1) The reactants are: [CH3:1][O:2][C:3]1[CH:8]=[CH:7][C:6]([C:9]([C:44]2[CH:49]=[CH:48][C:47]([O:50][CH3:51])=[CH:46][CH:45]=2)([C:38]2[CH:43]=[CH:42][CH:41]=[CH:40][CH:39]=2)[NH:10][C:11]2[O:12][C@H:13]([C:34]([F:37])([F:36])[F:35])[CH2:14][C@:15]([C:19]3[CH:24]=[C:23](B4OCC(C)(C)CO4)[CH:22]=[CH:21][C:20]=3[F:33])([CH2:17][F:18])[N:16]=2)=[CH:5][CH:4]=1.Br[C:53]1[CH:54]=[N:55][CH:56]=[C:57]([C:59]2[NH:63][N:62]=[N:61][N:60]=2)[CH:58]=1.C(=O)([O-])[O-].[Cs+].[Cs+]. Given the product [NH:63]1[C:59]([C:57]2[CH:58]=[C:53]([C:23]3[CH:22]=[CH:21][C:20]([F:33])=[C:19]([C@:15]4([CH2:17][F:18])[CH2:14][C@@H:13]([C:34]([F:35])([F:36])[F:37])[O:12][C:11]([NH:10][C:9]([C:44]5[CH:49]=[CH:48][C:47]([O:50][CH3:51])=[CH:46][CH:45]=5)([C:6]5[CH:7]=[CH:8][C:3]([O:2][CH3:1])=[CH:4][CH:5]=5)[C:38]5[CH:43]=[CH:42][CH:41]=[CH:40][CH:39]=5)=[N:16]4)[CH:24]=3)[CH:54]=[N:55][CH:56]=2)=[N:60][N:61]=[N:62]1, predict the reactants needed to synthesize it. (2) Given the product [Br:24][C:25]1[C:26]([N:31]2[CH2:36][CH2:35][N:34]([C:2]3[NH:3][C:4]4[C:10]([C:11]5[CH:16]=[C:15]([F:17])[C:14]([F:18])=[C:13]([F:19])[CH:12]=5)=[CH:9][C:8]([C:20]([F:23])([F:22])[F:21])=[CH:7][C:5]=4[N:6]=3)[C@H:33]([CH3:37])[CH2:32]2)=[N:27][CH:28]=[CH:29][CH:30]=1, predict the reactants needed to synthesize it. The reactants are: Cl[C:2]1[NH:6][C:5]2[CH:7]=[C:8]([C:20]([F:23])([F:22])[F:21])[CH:9]=[C:10]([C:11]3[CH:16]=[C:15]([F:17])[C:14]([F:18])=[C:13]([F:19])[CH:12]=3)[C:4]=2[N:3]=1.[Br:24][C:25]1[C:26]([N:31]2[CH2:36][CH2:35][NH:34][C@H:33]([CH3:37])[CH2:32]2)=[N:27][CH:28]=[CH:29][CH:30]=1. (3) Given the product [Br:22][C:13]1[CH:14]=[CH:15][C:9]2[C:8]([C:16]3[CH:17]=[CH:18][CH:19]=[CH:20][CH:21]=3)=[C:7]([C:1]3[CH:6]=[CH:5][CH:4]=[CH:3][CH:2]=3)[O:11][C:10]=2[CH:12]=1, predict the reactants needed to synthesize it. The reactants are: [C:1]1([C:7]2[O:11][C:10]3[CH:12]=[CH:13][CH:14]=[CH:15][C:9]=3[C:8]=2[C:16]2[CH:21]=[CH:20][CH:19]=[CH:18][CH:17]=2)[CH:6]=[CH:5][CH:4]=[CH:3][CH:2]=1.[Br:22]N1C(=O)CCC1=O.CN(C)C=O.